This data is from Catalyst prediction with 721,799 reactions and 888 catalyst types from USPTO. The task is: Predict which catalyst facilitates the given reaction. Reactant: [C:1]([O:5][C:6]([NH:8][C@H:9]([CH2:14][OH:15])[C:10]([O:12][CH3:13])=[O:11])=[O:7])([CH3:4])([CH3:3])[CH3:2].N1C=CN=C1.[CH3:21][C:22]([Si:25](Cl)([CH3:27])[CH3:26])([CH3:24])[CH3:23]. Product: [CH3:21][C:22]([CH3:24])([Si:25]([CH3:27])([CH3:26])[O:15][CH2:14][C@H:9]([C:10]([O:12][CH3:13])=[O:11])[NH:8][C:6](=[O:7])[O:5][C:1]([CH3:4])([CH3:3])[CH3:2])[CH3:23]. The catalyst class is: 3.